Regression. Given a peptide amino acid sequence and an MHC pseudo amino acid sequence, predict their binding affinity value. This is MHC class I binding data. From a dataset of Peptide-MHC class I binding affinity with 185,985 pairs from IEDB/IMGT. (1) The peptide sequence is KSLEFALL. The MHC is H-2-Kb with pseudo-sequence H-2-Kb. The binding affinity (normalized) is 0.845. (2) The peptide sequence is TTSSVDEQI. The MHC is Mamu-B1001 with pseudo-sequence Mamu-B1001. The binding affinity (normalized) is 0. (3) The peptide sequence is RWFVRNPFF. The MHC is HLA-C07:01 with pseudo-sequence HLA-C07:01. The binding affinity (normalized) is 0.0847. (4) The peptide sequence is TAVPWNASW. The MHC is HLA-A69:01 with pseudo-sequence HLA-A69:01. The binding affinity (normalized) is 0.0847. (5) The peptide sequence is SYQEMIANLPL. The MHC is H-2-Kd with pseudo-sequence H-2-Kd. The binding affinity (normalized) is 0.704. (6) The peptide sequence is YLYGLSPAI. The MHC is HLA-A02:02 with pseudo-sequence HLA-A02:02. The binding affinity (normalized) is 0.997. (7) The peptide sequence is FRGRVLDMF. The MHC is H-2-Kb with pseudo-sequence H-2-Kb. The binding affinity (normalized) is 0. (8) The peptide sequence is DLYEEEMREL. The MHC is HLA-A68:02 with pseudo-sequence HLA-A68:02. The binding affinity (normalized) is 0.121.